Dataset: Forward reaction prediction with 1.9M reactions from USPTO patents (1976-2016). Task: Predict the product of the given reaction. (1) Given the reactants [NH:1]1[CH:5]=[CH:4][C:3]([C:6]([O:8][CH3:9])=[O:7])=[N:2]1.C([O-])([O-])=O.[Na+].[Na+].[CH:16]1(B(O)O)[CH2:18][CH2:17]1.C1C=CN=C(C2C=CC=CN=2)C=1.C([O-])(O)=O.[Na+], predict the reaction product. The product is: [CH:16]1([N:1]2[CH:5]=[CH:4][C:3]([C:6]([O:8][CH3:9])=[O:7])=[N:2]2)[CH2:18][CH2:17]1. (2) Given the reactants C(N(CC)CC)C.O=C1CCC(=O)N1[O:15][C:16](=O)[CH2:17][C:18]#[N:19].[NH:21]1[CH2:26][CH2:25][CH2:24][C@@H:23]([NH:27][C:28]2[CH:33]=[CH:32][N:31]=[C:30]([NH:34][C:35]3[C:36](=[O:41])[NH:37][CH:38]=[CH:39][CH:40]=3)[N:29]=2)[CH2:22]1, predict the reaction product. The product is: [O:15]=[C:16]([N:21]1[CH2:26][CH2:25][CH2:24][C@@H:23]([NH:27][C:28]2[CH:33]=[CH:32][N:31]=[C:30]([NH:34][C:35]3[C:36](=[O:41])[NH:37][CH:38]=[CH:39][CH:40]=3)[N:29]=2)[CH2:22]1)[CH2:17][C:18]#[N:19].